Dataset: Reaction yield outcomes from USPTO patents with 853,638 reactions. Task: Predict the reaction yield, written as a fraction of the theoretical maximum amount of product (1.0 means a 100% yield; for example, 0.34 means a 34% yield). (1) The reactants are [Cl:1][C:2]1[CH:7]=[CH:6][C:5]([CH2:8][C:9]#[N:10])=[CH:4][C:3]=1[OH:11].C([O-])([O-])=O.[K+].[K+].[CH:18]1[CH:23]=[CH:22][C:21]([CH2:24]Br)=[CH:20][CH:19]=1. The catalyst is CC#N. The product is [CH2:24]([O:11][C:3]1[CH:4]=[C:5]([CH2:8][C:9]#[N:10])[CH:6]=[CH:7][C:2]=1[Cl:1])[C:21]1[CH:22]=[CH:23][CH:18]=[CH:19][CH:20]=1. The yield is 0.600. (2) The product is [Cl:1][C:2]1[CH:3]=[CH:4][C:5]([F:9])=[C:6]([NH:7][NH2:10])[CH:8]=1. The reactants are [Cl:1][C:2]1[CH:3]=[CH:4][C:5]([F:9])=[C:6]([CH:8]=1)[NH2:7].[N:10]([O-])=O.[Na+].[Sn](Cl)Cl. The catalyst is O.Cl. The yield is 0.830.